From a dataset of Forward reaction prediction with 1.9M reactions from USPTO patents (1976-2016). Predict the product of the given reaction. (1) Given the reactants I[C:2]1[C:10]2[C:5](=[N:6][CH:7]=[CH:8][C:9]=2[O:11][CH:12]([CH3:14])[CH3:13])[N:4]([S:15]([C:18]2[CH:23]=[CH:22][C:21]([CH3:24])=[CH:20][CH:19]=2)(=[O:17])=[O:16])[CH:3]=1.[C:25]([NH2:29])(=[O:28])[CH:26]=[CH2:27].C(N(CC)CC)C.C1(C)C=CC=CC=1P(C1C=CC=CC=1C)C1C=CC=CC=1C, predict the reaction product. The product is: [CH:12]([O:11][C:9]1[CH:8]=[CH:7][N:6]=[C:5]2[N:4]([S:15]([C:18]3[CH:23]=[CH:22][C:21]([CH3:24])=[CH:20][CH:19]=3)(=[O:17])=[O:16])[CH:3]=[C:2]([CH:27]=[CH:26][C:25]([NH2:29])=[O:28])[C:10]=12)([CH3:14])[CH3:13]. (2) The product is: [N:25]([CH2:6][CH2:7][CH:8]1[N:13]2[CH:14]=[C:15]([C:17]3[CH:22]=[CH:21][CH:20]=[C:19]([Cl:23])[CH:18]=3)[CH:16]=[C:12]2[C:11](=[O:24])[NH:10][CH2:9]1)=[N+:26]=[N-:27]. Given the reactants CS(O[CH2:6][CH2:7][CH:8]1[N:13]2[CH:14]=[C:15]([C:17]3[CH:22]=[CH:21][CH:20]=[C:19]([Cl:23])[CH:18]=3)[CH:16]=[C:12]2[C:11](=[O:24])[NH:10][CH2:9]1)(=O)=O.[N-:25]=[N+:26]=[N-:27].[Na+].O.C([O-])(O)=O.[Na+], predict the reaction product. (3) Given the reactants COC[O:4][CH2:5][CH2:6][CH2:7][C:8]1[C:9]([CH:13]([CH3:15])[CH3:14])=[N:10][NH:11][CH:12]=1.Cl[C:17]1[N:22]=[N:21][C:20]([C:23]#[N:24])=[CH:19][CH:18]=1.[H-].[Na+].[H][H], predict the reaction product. The product is: [OH:4][CH2:5][CH2:6][CH2:7][C:8]1[C:9]([CH:13]([CH3:15])[CH3:14])=[N:10][N:11]([C:17]2[N:22]=[N:21][C:20]([C:23]#[N:24])=[CH:19][CH:18]=2)[CH:12]=1.